This data is from Forward reaction prediction with 1.9M reactions from USPTO patents (1976-2016). The task is: Predict the product of the given reaction. Given the reactants [NH:1]1[C:9]2[C:4](=[CH:5][C:6]([NH:10][C:11]3[C:20]4[C:15](=[CH:16][CH:17]=[CH:18][CH:19]=4)[N:14]=[C:13]([C:21]4[CH:22]=[C:23]([CH:29]=[CH:30][CH:31]=4)[O:24][CH2:25][C:26](O)=[O:27])[N:12]=3)=[CH:7][CH:8]=2)[CH:3]=[N:2]1.C1CN([P+](ON2N=NC3C=CC=CC2=3)(N2CCCC2)N2CCCC2)CC1.F[P-](F)(F)(F)(F)F.CCN(C(C)C)C(C)C.[F:74][C:75]([F:79])([F:78])[CH2:76][NH2:77], predict the reaction product. The product is: [NH:1]1[C:9]2[C:4](=[CH:5][C:6]([NH:10][C:11]3[C:20]4[C:15](=[CH:16][CH:17]=[CH:18][CH:19]=4)[N:14]=[C:13]([C:21]4[CH:22]=[C:23]([CH:29]=[CH:30][CH:31]=4)[O:24][CH2:25][C:26]([NH:77][CH2:76][C:75]([F:79])([F:78])[F:74])=[O:27])[N:12]=3)=[CH:7][CH:8]=2)[CH:3]=[N:2]1.